Dataset: Forward reaction prediction with 1.9M reactions from USPTO patents (1976-2016). Task: Predict the product of the given reaction. (1) Given the reactants [C:1](=O)([O-])[O-].[K+].[K+].[C:7]1(B(O)O)[CH:12]=[CH:11][CH:10]=[CH:9][CH:8]=1.O.Br[C:18]1[CH:26]=[CH:25][CH:24]=[C:23]2[C:19]=1[C:20]([CH2:32][N:33]([CH:41]1[CH2:43][CH2:42]1)[C:34](=[O:40])[O:35][C:36]([CH3:39])([CH3:38])[CH3:37])=N[N:22]2[CH2:27][CH2:28][CH2:29][O:30][CH3:31], predict the reaction product. The product is: [CH:41]1([N:33]([CH2:32][C:20]2[C:19]3[C:23](=[CH:24][CH:25]=[CH:26][C:18]=3[C:7]3[CH:12]=[CH:11][CH:10]=[CH:9][CH:8]=3)[N:22]([CH2:27][CH2:28][CH2:29][O:30][CH3:31])[CH:1]=2)[C:34](=[O:40])[O:35][C:36]([CH3:39])([CH3:38])[CH3:37])[CH2:43][CH2:42]1. (2) Given the reactants [NH2:1][C:2]1[CH:3]=[C:4]2[C:8](=[CH:9][CH:10]=1)[C:7](=[C:11]1[C:19]3[C:14](=[CH:15][CH:16]=[CH:17][CH:18]=3)[NH:13][C:12]1=[O:20])[O:6][CH2:5]2.C(N(CC)C(C)C)(C)C.[C:30](Cl)(=[O:32])[CH3:31], predict the reaction product. The product is: [O:20]=[C:12]1[C:11](=[C:7]2[C:8]3[C:4](=[CH:3][C:2]([NH:1][C:30](=[O:32])[CH3:31])=[CH:10][CH:9]=3)[CH2:5][O:6]2)[C:19]2[C:14](=[CH:15][CH:16]=[CH:17][CH:18]=2)[NH:13]1.